Dataset: Reaction yield outcomes from USPTO patents with 853,638 reactions. Task: Predict the reaction yield, written as a fraction of the theoretical maximum amount of product (1.0 means a 100% yield; for example, 0.34 means a 34% yield). (1) The reactants are [N+:1]([C:4]1[CH:9]=[CH:8][C:7]([C:10]2[NH:11][CH:12]=[CH:13][N:14]=2)=[CH:6][CH:5]=1)([O-:3])=[O:2].Br[CH2:16][CH2:17][C:18]1[CH:23]=[CH:22][CH:21]=[CH:20][CH:19]=1.C(=O)([O-])[O-].[K+].[K+]. The catalyst is CN(C)C=O. The product is [N+:1]([C:4]1[CH:5]=[CH:6][C:7]([C:10]2[N:14]([CH2:16][CH2:17][C:18]3[CH:23]=[CH:22][CH:21]=[CH:20][CH:19]=3)[CH:13]=[CH:12][N:11]=2)=[CH:8][CH:9]=1)([O-:3])=[O:2]. The yield is 0.270. (2) The yield is 0.390. No catalyst specified. The reactants are C([O:3][C:4](=[O:19])[CH:5]([O:16][CH2:17][CH3:18])[CH2:6][C:7]1[CH:8]=[C:9]2[C:13](=[CH:14][CH:15]=1)[NH:12][CH:11]=[CH:10]2)C.Cl[CH2:21][C:22]1[N:23]=[C:24]([C:28]2[CH:33]=[CH:32][C:31]([F:34])=[CH:30][CH:29]=2)[O:25][C:26]=1[CH3:27]. The product is [CH2:17]([O:16][CH:5]([CH2:6][C:7]1[CH:8]=[C:9]2[C:13](=[CH:14][CH:15]=1)[N:12]([CH2:21][C:22]1[N:23]=[C:24]([C:28]3[CH:33]=[CH:32][C:31]([F:34])=[CH:30][CH:29]=3)[O:25][C:26]=1[CH3:27])[CH:11]=[CH:10]2)[C:4]([OH:3])=[O:19])[CH3:18]. (3) The reactants are [OH:1][C:2]1[CH:7]=[C:6]([Br:8])[CH:5]=[CH:4][N:3]=1.[H-].[Na+].[CH3:11]I.O. The catalyst is C1COCC1. The product is [Br:8][C:6]1[CH:5]=[CH:4][N:3]([CH3:11])[C:2](=[O:1])[CH:7]=1. The yield is 0.920. (4) The reactants are N[C:2]1[N:11]=[C:10]([C:12]2[CH:21]=[C:20]([CH3:22])[C:15]([O:16][CH2:17][CH2:18][OH:19])=[C:14]([CH3:23])[CH:13]=2)[CH:9]=[C:8]2[C:3]=1[C:4]([O:26][CH3:27])=[CH:5][C:6]([O:24][CH3:25])=[N:7]2.N([O-])=[O:29].[Na+]. The catalyst is O.Cl. The product is [OH:19][CH2:18][CH2:17][O:16][C:15]1[C:20]([CH3:22])=[CH:21][C:12]([C:10]2[NH:11][C:2](=[O:29])[C:3]3[C:4]([O:26][CH3:27])=[CH:5][C:6]([O:24][CH3:25])=[N:7][C:8]=3[CH:9]=2)=[CH:13][C:14]=1[CH3:23]. The yield is 0.260. (5) The reactants are O[CH2:2][CH:3]1[CH2:8][CH2:7][CH2:6][N:5]([CH3:9])[CH2:4]1.N1C=CC=CC=1.[Br:16]P(Br)(C1C=CC=CC=1)(C1C=CC=CC=1)C1C=CC=CC=1. The catalyst is C(#N)C. The product is [Br:16][CH2:2][CH:3]1[CH2:8][CH2:7][CH2:6][N:5]([CH3:9])[CH2:4]1. The yield is 1.00. (6) The reactants are Br[C:2]1[CH:7]=[CH:6][C:5]([O:8][CH2:9][C:10]2[CH:15]=[CH:14][C:13]([O:16][CH3:17])=[CH:12][CH:11]=2)=[CH:4][CH:3]=1.[B:18]1([B:18]2[O:22][C:21]([CH3:24])([CH3:23])[C:20]([CH3:26])([CH3:25])[O:19]2)[O:22][C:21]([CH3:24])([CH3:23])[C:20]([CH3:26])([CH3:25])[O:19]1.C([O-])(=O)C.[K+]. The catalyst is O1CCOCC1.C(OCC)(=O)C.[Pd].C1(P(C2C=CC=CC=2)C2C=CC=CC=2)C=CC=CC=1.C1(P(C2C=CC=CC=2)C2C=CC=CC=2)C=CC=CC=1.C1(P(C2C=CC=CC=2)C2C=CC=CC=2)C=CC=CC=1.C1(P(C2C=CC=CC=2)C2C=CC=CC=2)C=CC=CC=1. The product is [CH3:17][O:16][C:13]1[CH:14]=[CH:15][C:10]([CH2:9][O:8][C:5]2[CH:6]=[CH:7][C:2]([B:18]3[O:22][C:21]([CH3:24])([CH3:23])[C:20]([CH3:26])([CH3:25])[O:19]3)=[CH:3][CH:4]=2)=[CH:11][CH:12]=1. The yield is 0.850. (7) The reactants are [CH:1]([O:4][C:5](=[O:36])[NH:6][C@H:7]([C:30]1[CH:35]=[CH:34][CH:33]=[CH:32][CH:31]=1)[C:8]([N:10]1[CH2:14][CH2:13][CH2:12][C@H:11]1[C:15](=[O:29])[NH:16][CH2:17][C:18]1[CH:19]=[C:20]2[C:25](=[CH:26][CH:27]=1)[C:24]([NH2:28])=[N:23][CH:22]=[CH:21]2)=[O:9])(C)C.COC(N[C@H](C1C=CC=CC=1)C(N1CCC[C@H]1C(O)=O)=O)=O. No catalyst specified. The product is [CH3:1][O:4][C:5](=[O:36])[NH:6][C@H:7]([C:30]1[CH:35]=[CH:34][CH:33]=[CH:32][CH:31]=1)[C:8]([N:10]1[CH2:14][CH2:13][CH2:12][C@H:11]1[C:15](=[O:29])[NH:16][CH2:17][C:18]1[CH:19]=[C:20]2[C:25](=[CH:26][CH:27]=1)[C:24]([NH2:28])=[N:23][CH:22]=[CH:21]2)=[O:9]. The yield is 0.740. (8) The reactants are [C:1]12([NH2:11])[CH2:10][CH:5]3[CH2:6][CH:7]([CH2:9][CH:3]([CH2:4]3)[CH2:2]1)[CH2:8]2.Cl[CH2:13][C:14]1[N:15]=[C:16]([CH3:19])[S:17][CH:18]=1. The product is [CH3:19][C:16]1[S:17][CH:18]=[C:14]([CH2:13][NH:11][C:1]23[CH2:8][CH:7]4[CH2:6][CH:5]([CH2:4][CH:3]([CH2:9]4)[CH2:2]2)[CH2:10]3)[N:15]=1. The yield is 0.820. No catalyst specified. (9) The reactants are [NH2:1][C:2]1[N:7]=[CH:6][N:5]=[C:4]2[N:8]([CH:32]3[CH2:36][CH2:35][NH:34][CH2:33]3)[N:9]=[C:10]([C:11]3[CH:16]=[CH:15][C:14]([NH:17][C:18]([C:20]4[N:21]([CH3:29])[C:22]5[C:27]([CH:28]=4)=[CH:26][CH:25]=[CH:24][CH:23]=5)=[O:19])=[C:13]([O:30][CH3:31])[CH:12]=3)[C:3]=12.[CH:37]([C:39]1[N:40]=[CH:41][NH:42][CH:43]=1)=O.C(O[BH-](OC(=O)C)OC(=O)C)(=O)C.[Na+].[OH-].[Na+]. The catalyst is ClC(Cl)C. The product is [NH2:1][C:2]1[N:7]=[CH:6][N:5]=[C:4]2[N:8]([CH:32]3[CH2:36][CH2:35][N:34]([CH2:37][C:39]4[N:40]=[CH:41][NH:42][CH:43]=4)[CH2:33]3)[N:9]=[C:10]([C:11]3[CH:16]=[CH:15][C:14]([NH:17][C:18]([C:20]4[N:21]([CH3:29])[C:22]5[C:27]([CH:28]=4)=[CH:26][CH:25]=[CH:24][CH:23]=5)=[O:19])=[C:13]([O:30][CH3:31])[CH:12]=3)[C:3]=12. The yield is 0.250.